Dataset: Reaction yield outcomes from USPTO patents with 853,638 reactions. Task: Predict the reaction yield, written as a fraction of the theoretical maximum amount of product (1.0 means a 100% yield; for example, 0.34 means a 34% yield). The reactants are [O:1]1[CH:5]=[CH:4][CH:3]=[C:2]1[C:6]1[N:11]=[C:10]([NH2:12])[N:9]=[C:8]([NH2:13])[C:7]=1[N+:14]([O-:16])=[O:15].[Cl:17][C:18]1[CH:26]=[CH:25][C:21]([C:22](Cl)=[O:23])=[CH:20][N:19]=1.O. The catalyst is N1C=CC=CC=1. The product is [NH2:12][C:10]1[N:9]=[C:8]([NH:13][C:22]([C:21]2[CH:20]=[N:19][C:18]([Cl:17])=[CH:26][CH:25]=2)=[O:23])[C:7]([N+:14]([O-:16])=[O:15])=[C:6]([C:2]2[O:1][CH:5]=[CH:4][CH:3]=2)[N:11]=1. The yield is 0.820.